Dataset: Forward reaction prediction with 1.9M reactions from USPTO patents (1976-2016). Task: Predict the product of the given reaction. Given the reactants [NH2:1][C:2]1[CH:6]=[CH:5][NH:4][N:3]=1.O=[C:8]([CH:12]1[CH2:17][CH2:16][S:15][CH2:14][CH2:13]1)[CH2:9][C:10]#[N:11].[CH3:18][Si:19]([CH2:22][CH2:23][O:24][CH2:25]Cl)([CH3:21])[CH3:20].CCN([CH:33]([CH3:35])C)C(C)C.[C:36]([OH:39])(=O)C, predict the reaction product. The product is: [S:15]1[CH2:16][CH2:17][CH:12]([C:8]2[CH:9]=[C:10]([N:11]([CH2:36][O:39][CH2:33][CH2:35][Si:19]([CH3:21])([CH3:20])[CH3:18])[CH2:25][O:24][CH2:23][CH2:22][Si:19]([CH3:21])([CH3:20])[CH3:18])[N:3]3[N:4]=[CH:5][CH:6]=[C:2]3[N:1]=2)[CH2:13][CH2:14]1.